From a dataset of Full USPTO retrosynthesis dataset with 1.9M reactions from patents (1976-2016). Predict the reactants needed to synthesize the given product. (1) Given the product [N:4]1[CH:5]=[CH:6][CH:7]=[CH:8][C:3]=1[C:1](=[S:11])[NH2:2], predict the reactants needed to synthesize it. The reactants are: [C:1]([C:3]1[CH:8]=[CH:7][CH:6]=[CH:5][N:4]=1)#[N:2].C(N)(=[S:11])C. (2) Given the product [C:8]([C:7]1[C:2]([NH:1][C:22](=[O:24])[CH3:23])=[N:3][C:4]([O:20][CH3:21])=[C:5]([C:18]#[N:19])[C:6]=1[C:10]1[CH:15]=[CH:14][C:13]([Cl:16])=[C:12]([Cl:17])[CH:11]=1)#[N:9], predict the reactants needed to synthesize it. The reactants are: [NH2:1][C:2]1[C:7]([C:8]#[N:9])=[C:6]([C:10]2[CH:15]=[CH:14][C:13]([Cl:16])=[C:12]([Cl:17])[CH:11]=2)[C:5]([C:18]#[N:19])=[C:4]([O:20][CH3:21])[N:3]=1.[C:22](OC(=O)C)(=[O:24])[CH3:23].O.CCOC(C)=O. (3) Given the product [Br:1][C:2]1[CH:3]=[C:4]2[C:20](=[CH:21][CH:22]=1)[O:19][C:7]1[C:8]([F:18])=[N:9][C:10]([O:12][CH2:13][C:14]([CH3:17])([CH3:16])[CH3:15])=[CH:11][C:6]=1[C:5]2=[CH2:24], predict the reactants needed to synthesize it. The reactants are: [Br:1][C:2]1[CH:3]=[C:4]2[C:20](=[CH:21][CH:22]=1)[O:19][C:7]1[C:8]([F:18])=[N:9][C:10]([O:12][CH2:13][C:14]([CH3:17])([CH3:16])[CH3:15])=[CH:11][C:6]=1[C:5]2=O.[CH3:24][Si](C[Li])(C)C.C(O)(C(F)(F)F)=O.C([O-])([O-])=O.[K+].[K+]. (4) Given the product [C:1]([O:4][C@@H:5]1[C@@H:20]([O:21][C:22](=[O:24])[CH3:23])[C@H:19]([O:25][C:26](=[O:28])[CH3:27])[CH2:18][S:17][C@H:6]1[O:7][C:8]1[C:9]([NH2:14])=[N:10][CH:11]=[CH:12][CH:13]=1)(=[O:3])[CH3:2], predict the reactants needed to synthesize it. The reactants are: [C:1]([O:4][C@@H:5]1[C@@H:20]([O:21][C:22](=[O:24])[CH3:23])[C@H:19]([O:25][C:26](=[O:28])[CH3:27])[CH2:18][S:17][C@H:6]1[O:7][C:8]1[C:9]([N+:14]([O-])=O)=[N:10][CH:11]=[CH:12][CH:13]=1)(=[O:3])[CH3:2]. (5) Given the product [C:11]([O:15][C:16]([N:18]1[C@H:23]([CH:24]=[O:25])[C@@H:22]2[CH2:26][C@H:19]1[CH2:20][CH2:21]2)=[O:17])([CH3:14])([CH3:12])[CH3:13], predict the reactants needed to synthesize it. The reactants are: C(Cl)(=O)C(Cl)=O.CS(C)=O.[C:11]([O:15][C:16]([N:18]1[C@H:23]([CH2:24][OH:25])[C@@H:22]2[CH2:26][C@H:19]1[CH2:20][CH2:21]2)=[O:17])([CH3:14])([CH3:13])[CH3:12].CCN(C(C)C)C(C)C. (6) The reactants are: [Cl:1][C:2]1[CH:11]=[C:10]2[C:5]([NH:6][C:7](=O)[C:8]3[N:9]2[N:12]=[C:13]([CH3:15])[N:14]=3)=[CH:4][CH:3]=1.[Cl:17]C1C=CC2NC(=O)N3N=CN=C3C=2C=1. Given the product [Cl:17][C:7]1[C:8]2[N:9]([N:12]=[C:13]([CH3:15])[N:14]=2)[C:10]2[C:5]([N:6]=1)=[CH:4][CH:3]=[C:2]([Cl:1])[CH:11]=2, predict the reactants needed to synthesize it. (7) Given the product [CH2:1]([O:3][C:4]([C:6]1[C:10]([C:11]2[CH:16]=[CH:15][C:14]([Cl:17])=[C:13]([Cl:18])[CH:12]=2)=[CH:9][S:8][C:7]=1[N:19]1[C:23](=[O:24])[C:22]2[C:21](=[CH:29][CH:28]=[CH:27][CH:26]=2)[C:20]1=[O:25])=[O:5])[CH3:2], predict the reactants needed to synthesize it. The reactants are: [CH2:1]([O:3][C:4]([C:6]1[C:10]([C:11]2[CH:16]=[CH:15][C:14]([Cl:17])=[C:13]([Cl:18])[CH:12]=2)=[CH:9][S:8][C:7]=1[NH2:19])=[O:5])[CH3:2].[C:20]1(=O)[O:25][C:23](=[O:24])[C:22]2=[CH:26][CH:27]=[CH:28][CH:29]=[C:21]12.